Dataset: Catalyst prediction with 721,799 reactions and 888 catalyst types from USPTO. Task: Predict which catalyst facilitates the given reaction. (1) Reactant: Cl[C:2]([O:4][CH2:5][CH3:6])=[O:3].[Br:7][C:8]1[C:13]([N+:14]([O-:16])=[O:15])=[C:12]([NH2:17])[CH:11]=[C:10]([Br:18])[N:9]=1.C(N(CC)CC)C. Product: [CH2:5]([O:4][C:2](=[O:3])[NH:17][C:12]1[CH:11]=[C:10]([Br:18])[N:9]=[C:8]([Br:7])[C:13]=1[N+:14]([O-:16])=[O:15])[CH3:6]. The catalyst class is: 6. (2) Reactant: [Cl:1][C:2]1[CH:3]=[CH:4][C:5]([C:41]#[N:42])=[C:6]([C:8]2[C:13]([O:14][CH3:15])=[CH:12][N:11]([CH:16]([CH2:31][C@H:32]3[CH2:37][CH2:36][C@H:35]([O:38][CH3:39])[CH2:34][CH2:33]3)[C:17]([NH:19][C:20]3[CH:30]=[CH:29][C:23]([C:24]([O:26]CC)=[O:25])=[CH:22][CH:21]=3)=[O:18])[C:10](=[O:40])[CH:9]=2)[CH:7]=1.C(=O)([O-])[O-].[Cs+].[Cs+].Cl. Product: [Cl:1][C:2]1[CH:3]=[CH:4][C:5]([C:41]#[N:42])=[C:6]([C:8]2[C:13]([O:14][CH3:15])=[CH:12][N:11]([CH:16]([CH2:31][C@H:32]3[CH2:33][CH2:34][C@H:35]([O:38][CH3:39])[CH2:36][CH2:37]3)[C:17]([NH:19][C:20]3[CH:30]=[CH:29][C:23]([C:24]([OH:26])=[O:25])=[CH:22][CH:21]=3)=[O:18])[C:10](=[O:40])[CH:9]=2)[CH:7]=1. The catalyst class is: 40. (3) Reactant: Br.Br[CH2:3][C:4]([C:6]1[CH:7]=[N:8][CH:9]=[CH:10][CH:11]=1)=[O:5].[CH3:12][O:13][C:14](=[O:23])[C:15]1[CH:20]=[CH:19][C:18]([CH3:21])=[C:17]([NH2:22])[CH:16]=1.C([O-])(O)=O.[Na+]. Product: [CH3:12][O:13][C:14](=[O:23])[C:15]1[CH:20]=[CH:19][C:18]([CH3:21])=[C:17]([NH:22][CH2:3][C:4](=[O:5])[C:6]2[CH:7]=[N:8][CH:9]=[CH:10][CH:11]=2)[CH:16]=1. The catalyst class is: 14. (4) Reactant: F[C:2]1[N:7]=[CH:6][C:5]([CH:8]([N:10]2[CH2:15][CH2:14][O:13][CH2:12][CH2:11]2)[CH3:9])=[CH:4][C:3]=1[C:16]1[N:24]=[C:23]([CH3:25])[N:22]=[C:21]2[C:17]=1[N:18]=[CH:19][N:20]2[CH:26]1[CH2:31][CH2:30][CH2:29][CH2:28][O:27]1.[NH2:32][C:33]1[CH:34]=[C:35]([NH:40][S:41]([N:44]([CH3:46])[CH3:45])(=[O:43])=[O:42])[C:36]([Cl:39])=[N:37][CH:38]=1.C[Si]([N-][Si](C)(C)C)(C)C.[Na+]. Product: [Cl:39][C:36]1[C:35]([NH:40][S:41]([N:44]([CH3:45])[CH3:46])(=[O:43])=[O:42])=[CH:34][C:33]([NH:32][C:2]2[C:3]([C:16]3[N:24]=[C:23]([CH3:25])[N:22]=[C:21]4[C:17]=3[N:18]=[CH:19][N:20]4[CH:26]3[CH2:31][CH2:30][CH2:29][CH2:28][O:27]3)=[CH:4][C:5]([CH:8]([N:10]3[CH2:15][CH2:14][O:13][CH2:12][CH2:11]3)[CH3:9])=[CH:6][N:7]=2)=[CH:38][N:37]=1. The catalyst class is: 1.